From a dataset of Forward reaction prediction with 1.9M reactions from USPTO patents (1976-2016). Predict the product of the given reaction. (1) Given the reactants [Si:1]([O:8][CH2:9][CH:10]1[N:15]([CH2:16][CH:17]=[CH:18][C:19]#[N:20])[CH2:14][CH2:13][N:12]([C:21]([O:23][C:24]([CH3:27])([CH3:26])[CH3:25])=[O:22])[CH2:11]1)([C:4]([CH3:7])([CH3:6])[CH3:5])([CH3:3])[CH3:2].[NH:28]1[CH:32]=[C:31]([C:33]2[C:34]3[CH:41]=[CH:40][N:39]([CH2:42][O:43][CH2:44][CH2:45][Si:46]([CH3:49])([CH3:48])[CH3:47])[C:35]=3[N:36]=[CH:37][N:38]=2)[CH:30]=[N:29]1.C(=O)([O-])[O-].[K+].[K+], predict the reaction product. The product is: [Si:1]([O:8][CH2:9][CH:10]1[N:15]([CH2:16][CH:17]([N:28]2[CH:32]=[C:31]([C:33]3[C:34]4[CH:41]=[CH:40][N:39]([CH2:42][O:43][CH2:44][CH2:45][Si:46]([CH3:49])([CH3:48])[CH3:47])[C:35]=4[N:36]=[CH:37][N:38]=3)[CH:30]=[N:29]2)[CH2:18][C:19]#[N:20])[CH2:14][CH2:13][N:12]([C:21]([O:23][C:24]([CH3:27])([CH3:26])[CH3:25])=[O:22])[CH2:11]1)([C:4]([CH3:7])([CH3:5])[CH3:6])([CH3:2])[CH3:3]. (2) The product is: [NH2:27][C:13]1[C:14]([NH:18][C:19]2[CH:24]=[CH:23][C:22]([OH:25])=[CH:21][CH:20]=2)=[N:15][CH:16]=[N:17][C:12]=1[C:3]1[CH:4]=[CH:5][C:6]([C:8]([F:9])([F:10])[F:11])=[CH:7][C:2]=1[F:1]. Given the reactants [F:1][C:2]1[CH:7]=[C:6]([C:8]([F:11])([F:10])[F:9])[CH:5]=[CH:4][C:3]=1[C:12]1[N:17]=[CH:16][N:15]=[C:14]([NH:18][C:19]2[CH:24]=[CH:23][C:22]([O:25]C)=[CH:21][CH:20]=2)[C:13]=1[NH2:27].B(Br)(Br)Br.CO.O, predict the reaction product. (3) Given the reactants [Cl:1][C:2]1[C:3](F)=[CH:4][C:5]([F:15])=[C:6]([CH:14]=1)[C:7]([O:9][C:10]([CH3:13])([CH3:12])[CH3:11])=[O:8].[Cl:17][C:18]1[CH:19]=[C:20]([OH:29])[CH:21]=[CH:22][C:23]=1[O:24][C:25]([F:28])([F:27])[F:26].C(=O)([O-])[O-].[K+].[K+], predict the reaction product. The product is: [Cl:1][C:2]1[C:3]([O:29][C:20]2[CH:21]=[CH:22][C:23]([O:24][C:25]([F:26])([F:27])[F:28])=[C:18]([Cl:17])[CH:19]=2)=[CH:4][C:5]([F:15])=[C:6]([CH:14]=1)[C:7]([O:9][C:10]([CH3:13])([CH3:12])[CH3:11])=[O:8]. (4) Given the reactants [F:1][C:2]1[CH:3]=[C:4]([CH:8]=[CH:9][C:10]=1[F:11])[C:5]([OH:7])=O.C(Cl)Cl.C(Cl)(=O)C(Cl)=O.[N+:21]([C:24]1[CH:25]=[C:26]([CH:28]=[CH:29][C:30]=1[F:31])[NH2:27])([O-:23])=[O:22], predict the reaction product. The product is: [F:1][C:2]1[CH:3]=[C:4]([CH:8]=[CH:9][C:10]=1[F:11])[C:5]([NH:27][C:26]1[CH:28]=[CH:29][C:30]([F:31])=[C:24]([N+:21]([O-:23])=[O:22])[CH:25]=1)=[O:7]. (5) Given the reactants [Cl:1][C:2]1[N:10]=[C:9]2[C:5]([N:6]=[C:7]([CH:17]([NH2:19])[CH3:18])[N:8]2[CH:11]2[CH2:16][CH2:15][CH2:14][CH2:13][O:12]2)=[C:4]([N:20]2[CH2:25][CH2:24][O:23][CH2:22][CH2:21]2)[N:3]=1.[Br-:26].C(N([CH2:32][CH3:33])CC)C.[OH2:34], predict the reaction product. The product is: [Br:26][CH2:32][C:33]([NH:19][CH:17]([C:7]1[N:8]([CH:11]2[CH2:16][CH2:15][CH2:14][CH2:13][O:12]2)[C:9]2[C:5]([N:6]=1)=[C:4]([N:20]1[CH2:25][CH2:24][O:23][CH2:22][CH2:21]1)[N:3]=[C:2]([Cl:1])[N:10]=2)[CH3:18])=[O:34]. (6) The product is: [CH2:19]([O:21][P:22]([N:1]([CH2:2][CH2:3][CH2:4][C:5]#[N:6])[CH2:7][CH2:8][CH2:9][C:10]#[N:11])([O:24][CH2:25][CH3:26])=[O:23])[CH3:20]. Given the reactants [NH:1]([CH2:7][CH2:8][CH2:9][C:10]#[N:11])[CH2:2][CH2:3][CH2:4][C:5]#[N:6].C(N(CC)CC)C.[CH2:19]([O:21][P:22](Cl)([O:24][CH2:25][CH3:26])=[O:23])[CH3:20], predict the reaction product. (7) The product is: [ClH:3].[NH2:5][CH:6]1[CH2:11][CH2:10][CH2:9][CH:8]([CH2:12][CH2:13][C:14]([O:16][CH3:17])=[O:15])[CH2:7]1. Given the reactants S(Cl)([Cl:3])=O.[NH2:5][CH:6]1[CH2:11][CH2:10][CH2:9][CH:8]([CH2:12][CH2:13][C:14]([OH:16])=[O:15])[CH2:7]1.[CH3:17]O, predict the reaction product. (8) Given the reactants [CH3:1][S:2]([N:5]1[CH2:10][CH2:9][NH:8][CH2:7][CH2:6]1)(=[O:4])=[O:3].F[C:12]1[CH:17]=[C:16]([N+:18]([O-:20])=[O:19])[CH:15]=[C:14]([I:21])[CH:13]=1, predict the reaction product. The product is: [I:21][C:14]1[CH:13]=[C:12]([N:8]2[CH2:9][CH2:10][N:5]([S:2]([CH3:1])(=[O:4])=[O:3])[CH2:6][CH2:7]2)[CH:17]=[C:16]([N+:18]([O-:20])=[O:19])[CH:15]=1. (9) Given the reactants [N+:1]([C:4]1[CH:12]=[C:11]2[C:7]([CH:8]=[N:9][NH:10]2)=[CH:6][CH:5]=1)([O-:3])=[O:2].[C:13](O[C:13]([O:15][C:16]([CH3:19])([CH3:18])[CH3:17])=[O:14])([O:15][C:16]([CH3:19])([CH3:18])[CH3:17])=[O:14], predict the reaction product. The product is: [C:13]([N:10]1[C:11]2[C:7](=[CH:6][CH:5]=[C:4]([N+:1]([O-:3])=[O:2])[CH:12]=2)[CH:8]=[N:9]1)([O:15][C:16]([CH3:19])([CH3:18])[CH3:17])=[O:14].